Dataset: Forward reaction prediction with 1.9M reactions from USPTO patents (1976-2016). Task: Predict the product of the given reaction. (1) Given the reactants Br[CH2:2][CH2:3][CH2:4][CH2:5][O:6][C:7]1[CH:24]=[CH:23][C:10]2[C:11]([C:16]3[CH:21]=[CH:20][C:19]([Cl:22])=[CH:18][CH:17]=3)=[N:12][S:13](=[O:15])(=[O:14])[C:9]=2[CH:8]=1.[NH:25]1[CH2:28][CH2:27][CH2:26]1, predict the reaction product. The product is: [N:25]1([CH2:2][CH2:3][CH2:4][CH2:5][O:6][C:7]2[CH:24]=[CH:23][C:10]3[C:11]([C:16]4[CH:21]=[CH:20][C:19]([Cl:22])=[CH:18][CH:17]=4)=[N:12][S:13](=[O:15])(=[O:14])[C:9]=3[CH:8]=2)[CH2:28][CH2:27][CH2:26]1. (2) Given the reactants Cl[CH:2]([C:13]1[CH:18]=[CH:17][CH:16]=[CH:15][CH:14]=1)[C:3]([NH:5][C:6]1[CH:11]=[CH:10][CH:9]=[C:8]([CH3:12])[N:7]=1)=[O:4].C[Si]([N-][Si](C)(C)C)(C)C.[K+], predict the reaction product. The product is: [CH3:12][C:8]1[N:7]2[C:2]([C:13]3[CH:18]=[CH:17][CH:16]=[CH:15][CH:14]=3)=[C:3]([OH:4])[N:5]=[C:6]2[CH:11]=[CH:10][CH:9]=1.